Dataset: HIV replication inhibition screening data with 41,000+ compounds from the AIDS Antiviral Screen. Task: Binary Classification. Given a drug SMILES string, predict its activity (active/inactive) in a high-throughput screening assay against a specified biological target. (1) The compound is COC(=O)C(=Cc1c[nH]c2ccccc12)NC=O. The result is 0 (inactive). (2) The molecule is Cc1ccc(SSc2ccc([N+](=O)[O-])cc2)cc1. The result is 0 (inactive).